This data is from Catalyst prediction with 721,799 reactions and 888 catalyst types from USPTO. The task is: Predict which catalyst facilitates the given reaction. (1) Product: [OH:4][CH:5]1[CH2:28][N:27]([CH2:29][CH2:30][CH2:31][CH2:32][CH2:33][CH2:34][C:35]([OH:37])=[O:36])[C:8]2=[N:9][C:10]([C:20]3[CH:25]=[CH:24][C:23]([CH3:26])=[CH:22][CH:21]=3)=[C:11]([C:13]3[CH:14]=[CH:15][C:16]([CH3:19])=[CH:17][CH:18]=3)[N:12]=[C:7]2[CH:6]1[OH:40]. Reactant: C([O:4][CH:5]1[CH2:28][N:27]([CH2:29][CH2:30][CH2:31][CH2:32][CH2:33][CH2:34][C:35]([O:37]CC)=[O:36])[C:8]2=[N:9][C:10]([C:20]3[CH:25]=[CH:24][C:23]([CH3:26])=[CH:22][CH:21]=3)=[C:11]([C:13]3[CH:18]=[CH:17][C:16]([CH3:19])=[CH:15][CH:14]=3)[N:12]=[C:7]2[CH:6]1[O:40]C(=O)C)(=O)C.[Li+].[OH-].Cl. The catalyst class is: 20. (2) Reactant: Cl.[I:2][C:3]1[CH:4]=[C:5]([CH:8]=[CH:9][CH:10]=1)[CH2:6][NH2:7].C(N(CC)CC)C.[C:18](O[C:18]([O:20][C:21]([CH3:24])([CH3:23])[CH3:22])=[O:19])([O:20][C:21]([CH3:24])([CH3:23])[CH3:22])=[O:19]. Product: [C:21]([O:20][C:18](=[O:19])[NH:7][CH2:6][C:5]1[CH:8]=[CH:9][CH:10]=[C:3]([I:2])[CH:4]=1)([CH3:24])([CH3:23])[CH3:22]. The catalyst class is: 4. (3) Reactant: C([O:3][C:4](=[O:13])[C:5]([N:8]1[CH:12]=[CH:11][N:10]=[CH:9]1)([CH3:7])[CH3:6])C.[OH-].[Na+].Cl. Product: [N:8]1([C:5]([CH3:7])([CH3:6])[C:4]([OH:13])=[O:3])[CH:12]=[CH:11][N:10]=[CH:9]1. The catalyst class is: 5. (4) Reactant: [F:1][C:2]1[CH:3]=[CH:4][C:5]2[N:9]=[C:8]([C:10]([F:13])([F:12])[F:11])[N:7]([C:14]3[C:15]([CH3:24])=[C:16]([CH:21]=[CH:22][CH:23]=3)[C:17](OC)=[O:18])[C:6]=2[C:25]=1[F:26].[Li+].[BH4-].CO. Product: [F:1][C:2]1[CH:3]=[CH:4][C:5]2[N:9]=[C:8]([C:10]([F:13])([F:11])[F:12])[N:7]([C:14]3[C:15]([CH3:24])=[C:16]([CH2:17][OH:18])[CH:21]=[CH:22][CH:23]=3)[C:6]=2[C:25]=1[F:26]. The catalyst class is: 1. (5) The catalyst class is: 25. Product: [C:20]([O:1][CH:2]1[CH2:3][CH2:4][N:5]([C:8]([O:10][C:11]([CH3:14])([CH3:13])[CH3:12])=[O:9])[CH2:6][CH2:7]1)(=[O:27])[C:21]1[CH:26]=[CH:25][CH:24]=[CH:23][CH:22]=1. Reactant: [OH:1][CH:2]1[CH2:7][CH2:6][N:5]([C:8]([O:10][C:11]([CH3:14])([CH3:13])[CH3:12])=[O:9])[CH2:4][CH2:3]1.C1COCC1.[C:20](Cl)(=[O:27])[C:21]1[CH:26]=[CH:25][CH:24]=[CH:23][CH:22]=1.O. (6) Reactant: [F:1][C:2]1[CH:7]=[CH:6][C:5]([C:8]2[N:9]=[C:10]3[CH2:15][CH2:14][CH2:13][CH2:12][N:11]3[CH:16]=2)=[CH:4][CH:3]=1.C1C(=O)N([Br:24])C(=O)C1. Product: [Br:24][C:16]1[N:11]2[CH2:12][CH2:13][CH2:14][CH2:15][C:10]2=[N:9][C:8]=1[C:5]1[CH:4]=[CH:3][C:2]([F:1])=[CH:7][CH:6]=1. The catalyst class is: 2. (7) Reactant: [CH2:1]([NH2:8])[C:2]1[CH:7]=[CH:6][CH:5]=[CH:4][CH:3]=1.C(N(CC)CC)C.[Cl:16][CH2:17][C:18](Cl)=[O:19]. Product: [CH2:1]([NH:8][C:18](=[O:19])[CH2:17][Cl:16])[C:2]1[CH:7]=[CH:6][CH:5]=[CH:4][CH:3]=1. The catalyst class is: 1.